This data is from Full USPTO retrosynthesis dataset with 1.9M reactions from patents (1976-2016). The task is: Predict the reactants needed to synthesize the given product. (1) Given the product [F:40][C:41]1[CH:42]=[C:43]([C@@H:48]([N:50]2[CH2:55][CH2:54][C:53]3([CH2:67][CH2:66][C:58](=[O:59])[CH2:57][CH2:56]3)[O:52][C:51]2=[O:68])[CH3:49])[CH:44]=[CH:45][C:46]=1[F:47], predict the reactants needed to synthesize it. The reactants are: FC1C=C([C@@H](NCCC2(O)CCC3(OCC(C)(C)CO3)CC2)C)C=CC=1F.ClC(Cl)(OC(=O)OC(Cl)(Cl)Cl)Cl.[F:40][C:41]1[CH:42]=[C:43]([C@@H:48]([N:50]2[CH2:55][CH2:54][C:53]3([CH2:67][CH2:66][C:58]4(OCC(C)(C)C[O:59]4)[CH2:57][CH2:56]3)[O:52][C:51]2=[O:68])[CH3:49])[CH:44]=[CH:45][C:46]=1[F:47]. (2) Given the product [NH:1]1[C:9]2[C:4](=[CH:5][CH:6]=[C:7]([CH:10]([C:16]3[C:24]4[C:19](=[CH:20][CH:21]=[CH:22][CH:23]=4)[NH:18][CH:17]=3)[CH2:11][CH2:12][NH:14][CH3:15])[CH:8]=2)[CH:3]=[CH:2]1, predict the reactants needed to synthesize it. The reactants are: [NH:1]1[C:9]2[C:4](=[CH:5][CH:6]=[C:7]([CH:10]([C:16]3[C:24]4[C:19](=[CH:20][CH:21]=[CH:22][CH:23]=4)[NH:18][CH:17]=3)[CH2:11][C:12]([NH:14][CH3:15])=O)[CH:8]=2)[CH:3]=[CH:2]1.N1C2C(=CC=CC=2C(C2C=CC=CC=2)CCNC)C=C1. (3) The reactants are: C(OC([NH:8][C@H:9]([C:34]1[CH:39]=[CH:38][CH:37]=[C:36]([F:40])[CH:35]=1)[CH2:10][CH:11]([N:13]1[CH2:18][CH2:17][CH:16]([N:19]2[C:27]3[CH2:26][CH2:25][N:24]([C:28]([O:30][CH2:31][CH3:32])=[O:29])[CH2:23][C:22]=3[N:21]=[C:20]2[CH3:33])[CH2:15][CH2:14]1)[CH3:12])=O)(C)(C)C.Cl. Given the product [NH2:8][C@H:9]([C:34]1[CH:39]=[CH:38][CH:37]=[C:36]([F:40])[CH:35]=1)[CH2:10][CH:11]([N:13]1[CH2:18][CH2:17][CH:16]([N:19]2[C:27]3[CH2:26][CH2:25][N:24]([C:28]([O:30][CH2:31][CH3:32])=[O:29])[CH2:23][C:22]=3[N:21]=[C:20]2[CH3:33])[CH2:15][CH2:14]1)[CH3:12], predict the reactants needed to synthesize it. (4) Given the product [Cl:1][C:2]1[CH:7]=[CH:6][C:5]([C@H:8]2[CH2:13][C@H:12]([C:14]3[O:21][NH:29][C:16](=[O:17])[CH:15]=3)[CH2:11][CH2:10][N:9]2[C:22]([O:24][CH3:25])=[O:23])=[C:4]([F:26])[CH:3]=1, predict the reactants needed to synthesize it. The reactants are: [Cl:1][C:2]1[CH:7]=[CH:6][C:5]([C@H:8]2[CH2:13][C@H:12]([C:14](=[O:21])[CH2:15][C:16](OCC)=[O:17])[CH2:11][CH2:10][N:9]2[C:22]([O:24][CH3:25])=[O:23])=[C:4]([F:26])[CH:3]=1.[OH-].[Na+].[NH2:29]O.Cl. (5) The reactants are: Cl[C:2]1[N:7]=[C:6]([O:8][C:9]2[C:18]3[C:13](=[CH:14][CH:15]=[CH:16][CH:17]=3)[C:12]([NH:19][C:20]([NH:22][C:23]3[N:27]([C:28]4[CH:33]=[CH:32][C:31]([CH3:34])=[CH:30][CH:29]=4)[N:26]=[C:25]([CH:35]([CH3:37])[CH3:36])[CH:24]=3)=[O:21])=[CH:11][CH:10]=2)[CH:5]=[CH:4][N:3]=1.[CH3:38][O:39][CH2:40][CH2:41][O:42][CH2:43][CH2:44][O:45][CH2:46][CH2:47][O:48][C:49]1[CH:50]=[C:51]([CH:53]=[C:54]([C:56]([F:59])([F:58])[F:57])[CH:55]=1)[NH2:52]. Given the product [CH:35]([C:25]1[CH:24]=[C:23]([NH:22][C:20]([NH:19][C:12]2[C:13]3[C:18](=[CH:17][CH:16]=[CH:15][CH:14]=3)[C:9]([O:8][C:6]3[CH:5]=[CH:4][N:3]=[C:2]([NH:52][C:51]4[CH:53]=[C:54]([C:56]([F:58])([F:59])[F:57])[CH:55]=[C:49]([O:48][CH2:47][CH2:46][O:45][CH2:44][CH2:43][O:42][CH2:41][CH2:40][O:39][CH3:38])[CH:50]=4)[N:7]=3)=[CH:10][CH:11]=2)=[O:21])[N:27]([C:28]2[CH:33]=[CH:32][C:31]([CH3:34])=[CH:30][CH:29]=2)[N:26]=1)([CH3:37])[CH3:36], predict the reactants needed to synthesize it. (6) Given the product [CH3:14][O:15][C:16]1[CH:21]=[CH:20][C:19]([O:22][C:2]2[CH:7]=[CH:6][C:5]([C:8]3[CH:13]=[CH:12][CH:11]=[CH:10][CH:9]=3)=[CH:4][CH:3]=2)=[CH:18][CH:17]=1, predict the reactants needed to synthesize it. The reactants are: Br[C:2]1[CH:7]=[CH:6][C:5]([C:8]2[CH:13]=[CH:12][CH:11]=[CH:10][CH:9]=2)=[CH:4][CH:3]=1.[CH3:14][O:15][C:16]1[CH:21]=[CH:20][C:19]([OH:22])=[CH:18][CH:17]=1.C(=O)([O-])[O-].[Cs+].[Cs+]. (7) Given the product [CH:1]1([NH:6][C:7]([NH:9][C:10]2[N:15]=[N:14][C:13]([N:16]3[CH2:17][CH2:18][N:19]([C:22](=[O:23])[C:24]4[CH:29]=[CH:28][CH:27]=[CH:26][C:25]=4[C:30]([F:33])([F:32])[F:31])[CH2:20][CH2:21]3)=[CH:12][CH:11]=2)=[O:8])[CH2:5][CH2:4][CH2:3][CH2:2]1, predict the reactants needed to synthesize it. The reactants are: [CH:1]1([N:6]=[C:7]=[O:8])[CH2:5][CH2:4][CH2:3][CH2:2]1.[NH2:9][C:10]1[N:15]=[N:14][C:13]([N:16]2[CH2:21][CH2:20][N:19]([C:22]([C:24]3[CH:29]=[CH:28][CH:27]=[CH:26][C:25]=3[C:30]([F:33])([F:32])[F:31])=[O:23])[CH2:18][CH2:17]2)=[CH:12][CH:11]=1. (8) Given the product [CH3:11][O:10][C:9]1[CH:8]=[CH:7][C:4]([CH2:5][NH:12][C:13]2[CH:14]=[C:15]3[C:19]4=[C:20]([CH2:22][O:23][CH2:24][CH2:25][N:18]4[C@H:17]4[CH2:26][CH2:27][NH:28][CH2:29][C@@H:16]34)[CH:21]=2)=[CH:3][C:2]=1[CH3:1], predict the reactants needed to synthesize it. The reactants are: [CH3:1][C:2]1[CH:3]=[C:4]([CH:7]=[CH:8][C:9]=1[O:10][CH3:11])[CH:5]=O.[NH2:12][C:13]1[CH:14]=[C:15]2[C:19]3=[C:20]([CH2:22][O:23][CH2:24][CH2:25][N:18]3[C@H:17]3[CH2:26][CH2:27][N:28](C(OC(C)(C)C)=O)[CH2:29][C@@H:16]23)[CH:21]=1.